Dataset: TCR-epitope binding with 47,182 pairs between 192 epitopes and 23,139 TCRs. Task: Binary Classification. Given a T-cell receptor sequence (or CDR3 region) and an epitope sequence, predict whether binding occurs between them. (1) The epitope is LLFNKVTLA. The TCR CDR3 sequence is CASSSGLGIDTQYF. Result: 0 (the TCR does not bind to the epitope). (2) The epitope is EHPTFTSQYRIQGKL. The TCR CDR3 sequence is CASSPPTGQNLYSNQPQHF. Result: 0 (the TCR does not bind to the epitope). (3) The epitope is RQLLFVVEV. The TCR CDR3 sequence is CASSLATGVPFSGELFF. Result: 0 (the TCR does not bind to the epitope). (4) The epitope is FTISVTTEIL. The TCR CDR3 sequence is CASSVPWDSPFNEQYF. Result: 0 (the TCR does not bind to the epitope).